Dataset: Full USPTO retrosynthesis dataset with 1.9M reactions from patents (1976-2016). Task: Predict the reactants needed to synthesize the given product. Given the product [Cl:30][C:19]1[C:18]([F:22])=[CH:17][N:16]=[C:15]([C:7]2[CH:8]=[C:9]([C:10]3[CH:14]=[CH:13][O:12][N:11]=3)[N:5]([CH2:4][C:3]3[CH:23]=[CH:24][CH:25]=[C:26]([F:27])[C:2]=3[F:1])[N:6]=2)[N:20]=1, predict the reactants needed to synthesize it. The reactants are: [F:1][C:2]1[C:26]([F:27])=[CH:25][CH:24]=[CH:23][C:3]=1[CH2:4][N:5]1[C:9]([C:10]2[CH:14]=[CH:13][O:12][N:11]=2)=[CH:8][C:7]([C:15]2[NH:20][C:19](=O)[C:18]([F:22])=[CH:17][N:16]=2)=[N:6]1.P(Cl)(Cl)([Cl:30])=O.C(=O)(O)[O-].[Na+].